Dataset: Full USPTO retrosynthesis dataset with 1.9M reactions from patents (1976-2016). Task: Predict the reactants needed to synthesize the given product. (1) Given the product [CH3:1][NH:2][C@H:3]([C:21]([NH:82][C@H:81]([C:80]([N:79]([C@@H:75]([CH:76]([CH3:77])[CH3:78])/[CH:74]=[C:68](\[CH3:67])/[C:69]([O:71][CH2:72][CH3:73])=[O:70])[CH3:88])=[O:87])[C:83]([CH3:85])([CH3:86])[CH3:84])=[O:22])[C:4]([CH3:19])([CH3:20])[C:5]1[CH:6]=[C:7]([C:15]([F:18])([F:17])[F:16])[CH:8]=[C:9]([C:11]([F:13])([F:14])[F:12])[CH:10]=1, predict the reactants needed to synthesize it. The reactants are: [CH3:1][NH:2][C@H:3]([C:21](O)=[O:22])[C:4]([CH3:20])([CH3:19])[C:5]1[CH:10]=[C:9]([C:11]([F:14])([F:13])[F:12])[CH:8]=[C:7]([C:15]([F:18])([F:17])[F:16])[CH:6]=1.F[P-](F)(F)(F)(F)F.N1(O[P+](N2CCCC2)(N2CCCC2)N2CCCC2)C2C=CC=CC=2N=N1.C(N(C(C)C)CC)(C)C.Cl.[CH3:67]/[C:68](=[CH:74]\[C@@H:75]([N:79]([CH3:88])[C:80](=[O:87])[C@H:81]([C:83]([CH3:86])([CH3:85])[CH3:84])[NH2:82])[CH:76]([CH3:78])[CH3:77])/[C:69]([O:71][CH2:72][CH3:73])=[O:70]. (2) Given the product [O:2]=[C:6]1[CH2:7][CH2:8][CH2:9][C:10](=[O:11])[CH:5]1[C:4]#[N:3], predict the reactants needed to synthesize it. The reactants are: Cl.[O:2]1[C:6]2[CH2:7][CH2:8][CH2:9][C:10](=[O:11])[C:5]=2[CH:4]=[N:3]1. (3) Given the product [Cl:39][C:36]1[CH:37]=[CH:38][C:33]([C@H:29]([C:30]([N:16]2[CH2:15][CH2:14][N:13]([C:11]3[C:12]4[C@H:4]([CH3:3])[CH2:5][C@@H:6]([OH:19])[C:7]=4[N:8]=[CH:9][N:10]=3)[CH2:18][CH2:17]2)=[O:31])[CH2:28][N:27]([CH:40]([CH3:41])[CH3:42])[C:25](=[O:26])[O:24][C:20]([CH3:22])([CH3:21])[CH3:23])=[CH:34][CH:35]=1, predict the reactants needed to synthesize it. The reactants are: Cl.Cl.[CH3:3][C@H:4]1[C:12]2[C:11]([N:13]3[CH2:18][CH2:17][NH:16][CH2:15][CH2:14]3)=[N:10][CH:9]=[N:8][C:7]=2[C@H:6]([OH:19])[CH2:5]1.[C:20]([O:24][C:25]([N:27]([CH:40]([CH3:42])[CH3:41])[CH2:28][C@H:29]([C:33]1[CH:38]=[CH:37][C:36]([Cl:39])=[CH:35][CH:34]=1)[C:30](O)=[O:31])=[O:26])([CH3:23])([CH3:22])[CH3:21].CCN(C(C)C)C(C)C.CN(C(ON1N=NC2C=CC=CC1=2)=[N+](C)C)C.F[P-](F)(F)(F)(F)F.